This data is from Forward reaction prediction with 1.9M reactions from USPTO patents (1976-2016). The task is: Predict the product of the given reaction. Given the reactants O/[N:2]=[C:3](\[C:9]1[N:10]=[N:11][CH:12]=[CH:13][CH:14]=1)/[C:4]([O:6][CH2:7]C)=[O:5].[ClH:15], predict the reaction product. The product is: [ClH:15].[NH2:2][CH:3]([C:9]1[N:10]=[N:11][CH:12]=[CH:13][CH:14]=1)[C:4]([O:6][CH3:7])=[O:5].